Dataset: Forward reaction prediction with 1.9M reactions from USPTO patents (1976-2016). Task: Predict the product of the given reaction. (1) Given the reactants Cl.[C:2]([C@@H:4]1[CH2:8][NH:7][C@H:6]([C:9]2[NH:10][C:11]([C:14]3[CH:19]=[CH:18][C:17]([C:20]4[CH:25]=[CH:24][C:23]([C:26]5[NH:30][C:29]([C@@H:31]6[CH2:43][N:41]7[C:42]8[CH:34]([C@@H:35]([NH:44][C:45](=[O:48])[O:46][CH3:47])[CH2:36][CH2:37][C:38]=8[CH:39]=[CH:40]7)[C:33](=[O:49])[CH2:32]6)=[N:28][CH:27]=5)=[CH:22][CH:21]=4)=[CH:16][CH:15]=3)=[CH:12][N:13]=2)[CH2:5]1)#[N:3].[CH3:50][O:51][C:52]([NH:54][C@@H:55]([CH:59]([CH3:61])[CH3:60])[C:56](O)=[O:57])=[O:53].CCCP(=O)=O.CCN(C(C)C)C(C)C, predict the reaction product. The product is: [CH3:47][O:46][C:45](=[O:48])[NH:44][C@@H:35]1[CH:34]2[C:33](=[O:49])[CH2:32][C@H:31]([C:29]3[NH:30][C:26]([C:23]4[CH:24]=[CH:25][C:20]([C:17]5[CH:16]=[CH:15][C:14]([C:11]6[NH:10][C:9]([C@@H:6]7[CH2:5][C@H:4]([C:2]#[N:3])[CH2:8][N:7]7[C:56](=[O:57])[C@@H:55]([NH:54][C:52]([O:51][CH3:50])=[O:53])[CH:59]([CH3:61])[CH3:60])=[N:13][CH:12]=6)=[CH:19][CH:18]=5)=[CH:21][CH:22]=4)=[CH:27][N:28]=3)[CH2:43][N:41]3[C:42]2=[C:38]([CH:39]=[CH:40]3)[CH2:37][CH2:36]1. (2) Given the reactants CCN=C=NCCCN(C)C.ON1C2C=CC=CC=2N=N1.[NH2:22][C:23]1[N:31]=[CH:30][CH:29]=[CH:28][C:24]=1[C:25]([OH:27])=O.Cl.[CH2:33]([O:40][C:41]1[CH:48]=[CH:47][C:44]([CH2:45][NH2:46])=[CH:43][CH:42]=1)[C:34]1[CH:39]=[CH:38][CH:37]=[CH:36][CH:35]=1, predict the reaction product. The product is: [CH2:33]([O:40][C:41]1[CH:42]=[CH:43][C:44]([CH2:45][NH:46][C:25](=[O:27])[C:24]2[CH:28]=[CH:29][CH:30]=[N:31][C:23]=2[NH2:22])=[CH:47][CH:48]=1)[C:34]1[CH:35]=[CH:36][CH:37]=[CH:38][CH:39]=1. (3) Given the reactants [Cl:1][C:2]1[CH:7]=[CH:6][C:5]([NH:8][S:9]([C:12]([F:15])([F:14])[F:13])(=[O:11])=[O:10])=[C:4]([CH:16]=O)[CH:3]=1.Cl.[F:19][C:20]([F:35])([F:34])[C:21]1[CH:29]=[C:28]([C:30]([F:33])([F:32])[F:31])[CH:27]=[CH:26][C:22]=1[CH2:23][O:24][NH2:25].CC([O-])=O.[Na+], predict the reaction product. The product is: [F:19][C:20]([F:34])([F:35])[C:21]1[CH:29]=[C:28]([C:30]([F:33])([F:31])[F:32])[CH:27]=[CH:26][C:22]=1[CH2:23][O:24][N:25]=[CH:16][C:4]1[CH:3]=[C:2]([Cl:1])[CH:7]=[CH:6][C:5]=1[NH:8][S:9]([C:12]([F:13])([F:14])[F:15])(=[O:10])=[O:11]. (4) Given the reactants N(C(OC(C)C)=O)=NC(OC(C)C)=[O:4].[Cl:15][C:16]1[CH:21]=[C:20]([S:22]([CH3:25])(=[O:24])=[O:23])[CH:19]=[CH:18][C:17]=1[NH:26][C:27]1[CH:32]=[C:31]([F:33])[CH:30]=[CH:29][C:28]=1[OH:34].C1(P(C2C=CC=CC=2)C2C=CC=CC=2)C=CC=CC=1.[OH-].[Na+].[CH2:56]1[CH2:60][O:59]C[CH2:57]1, predict the reaction product. The product is: [Cl:15][C:16]1[CH:21]=[C:20]([S:22]([CH3:25])(=[O:24])=[O:23])[CH:19]=[CH:18][C:17]=1[NH:26][C:27]1[CH:32]=[C:31]([F:33])[CH:30]=[CH:29][C:28]=1[O:34][C@@H:56]([CH3:57])[C:60]([OH:59])=[O:4].